From a dataset of Forward reaction prediction with 1.9M reactions from USPTO patents (1976-2016). Predict the product of the given reaction. (1) The product is: [Cl:1][C:2]1[C:3]2[N:4]([C:21]([CH2:22][CH:23]3[CH2:25][CH2:24]3)=[N:20][N:19]=2)[N:5]=[CH:6][C:7]=1[NH:8][CH2:9][CH:10]1[CH2:18][C:17]2[C:12](=[CH:13][CH:14]=[CH:15][CH:16]=2)[CH2:11]1. Given the reactants [Cl:1][C:2]1[C:7]([NH:8][CH2:9][CH:10]2[CH2:18][C:17]3[C:12](=[CH:13][CH:14]=[CH:15][CH:16]=3)[CH2:11]2)=[CH:6][N:5]=[N:4][C:3]=1[NH:19][NH:20][C:21](=O)[CH2:22][CH:23]1[CH2:25][CH2:24]1.P(Cl)(Cl)(Cl)=O, predict the reaction product. (2) Given the reactants [Cl:1][C:2]1[C:3]([C:25]2[CH:39]=[CH:38][C:28]([O:29][CH2:30][C:31]([O:33]C(C)(C)C)=[O:32])=[CH:27][CH:26]=2)=[C:4]2[C:18]3[CH2:19][CH2:20][S:21](=[O:24])(=[O:23])[CH2:22][C:17]=3[S:16][C:5]2=[N:6][C:7]=1[CH2:8][N:9]1[C:13](=[O:14])[CH2:12][CH2:11][C:10]1=[O:15].Cl.O1CCOCC1, predict the reaction product. The product is: [Cl:1][C:2]1[C:3]([C:25]2[CH:39]=[CH:38][C:28]([O:29][CH2:30][C:31]([OH:33])=[O:32])=[CH:27][CH:26]=2)=[C:4]2[C:18]3[CH2:19][CH2:20][S:21](=[O:24])(=[O:23])[CH2:22][C:17]=3[S:16][C:5]2=[N:6][C:7]=1[CH2:8][N:9]1[C:10](=[O:15])[CH2:11][CH2:12][C:13]1=[O:14]. (3) The product is: [OH:14][NH:13][C:10]([C:8]1[CH:7]=[CH:6][C:5]2[O:1][CH:2]=[CH:3][C:4]=2[CH:9]=1)=[NH:11]. Given the reactants [O:1]1[C:5]2[CH:6]=[CH:7][C:8]([C:10]#[N:11])=[CH:9][C:4]=2[CH:3]=[CH:2]1.Cl.[NH2:13][OH:14].C([O-])([O-])=O.[Na+].[Na+], predict the reaction product.